This data is from Catalyst prediction with 721,799 reactions and 888 catalyst types from USPTO. The task is: Predict which catalyst facilitates the given reaction. (1) Reactant: [H-].[Na+].[N+:3]([C:6]1[CH:11]=[CH:10][C:9]([OH:12])=[CH:8][CH:7]=1)([O-:5])=[O:4].Cl[C:14]1[CH:19]=[CH:18][N:17]=[C:16]([NH:20][CH2:21][CH2:22][CH2:23][OH:24])[N:15]=1. Product: [N+:3]([C:6]1[CH:11]=[CH:10][C:9]([O:12][C:18]2[CH:19]=[CH:14][N:15]=[C:16]([NH:20][CH2:21][CH2:22][CH2:23][OH:24])[N:17]=2)=[CH:8][CH:7]=1)([O-:5])=[O:4]. The catalyst class is: 3. (2) Reactant: [C:1]([O:4][CH2:5][C:6]([NH:8][C:9]1[C:10]([NH:16][C:17]([CH3:24])([CH3:23])[CH2:18][O:19][C:20](=[O:22])[CH3:21])=[CH:11][C:12]([Br:15])=[N:13][CH:14]=1)=O)(=[O:3])[CH3:2]. Product: [C:1]([O:4][CH2:5][C:6]1[N:16]([C:17]([CH3:24])([CH3:23])[CH2:18][O:19][C:20](=[O:22])[CH3:21])[C:10]2[CH:11]=[C:12]([Br:15])[N:13]=[CH:14][C:9]=2[N:8]=1)(=[O:3])[CH3:2]. The catalyst class is: 15. (3) Reactant: [H-].[Na+].[CH2:3]1COCC1.[NH:8]1[C:16]2[C:11](=[CH:12][CH:13]=[CH:14][CH:15]=2)[C:10]([C:17]2[CH2:18][CH2:19][N:20]([CH2:23][CH2:24][N:25]3[C:34](=[O:35])[C:33]4[C:28](=[CH:29][CH:30]=[CH:31][CH:32]=4)[N:27]=[CH:26]3)[CH2:21][CH:22]=2)=[CH:9]1.IC. Product: [CH3:3][N:8]1[C:16]2[C:11](=[CH:12][CH:13]=[CH:14][CH:15]=2)[C:10]([C:17]2[CH2:18][CH2:19][N:20]([CH2:23][CH2:24][N:25]3[C:34](=[O:35])[C:33]4[C:28](=[CH:29][CH:30]=[CH:31][CH:32]=4)[N:27]=[CH:26]3)[CH2:21][CH:22]=2)=[CH:9]1. The catalyst class is: 6. (4) Reactant: [CH2:1]([NH2:4])[C:2]#[CH:3].CCN(CC)CC.[CH3:12][C:13]([O:16][C:17](O[C:17]([O:16][C:13]([CH3:15])([CH3:14])[CH3:12])=[O:18])=[O:18])([CH3:15])[CH3:14]. Product: [CH2:1]([NH:4][C:17](=[O:18])[O:16][C:13]([CH3:15])([CH3:14])[CH3:12])[C:2]#[CH:3]. The catalyst class is: 2. (5) Reactant: [NH2:1][C:2]1[CH:3]=[C:4]([C:8]2[S:12][C:11]([C:13]3[CH:14]=[C:15]4[C:19](=[CH:20][CH:21]=3)[C:18](=[O:22])[NH:17][CH2:16]4)=[CH:10][CH:9]=2)[CH:5]=[N:6][CH:7]=1.[F:23][C:24]1[CH:29]=[C:28]([F:30])[CH:27]=[CH:26][C:25]=1[S:31](Cl)(=[O:33])=[O:32]. Product: [F:23][C:24]1[CH:29]=[C:28]([F:30])[CH:27]=[CH:26][C:25]=1[S:31]([NH:1][C:2]1[CH:7]=[N:6][CH:5]=[C:4]([C:8]2[S:12][C:11]([C:13]3[CH:14]=[C:15]4[C:19](=[CH:20][CH:21]=3)[C:18](=[O:22])[NH:17][CH2:16]4)=[CH:10][CH:9]=2)[CH:3]=1)(=[O:33])=[O:32]. The catalyst class is: 100. (6) Reactant: Cl[C:2]1[CH:7]=[C:6]([NH2:8])[CH:5]=[C:4]([C:9]2[CH:14]=[C:13]([Cl:15])[CH:12]=[CH:11][C:10]=2[O:16][CH3:17])[N:3]=1.[CH3:18][C:19]1[CH:20]=[CH:21][C:22]([NH2:25])=[CH:23][CH:24]=1. Product: [Cl:15][C:13]1[CH:12]=[CH:11][C:10]([O:16][CH3:17])=[C:9]([C:4]2[N:3]=[C:2]([NH:25][C:22]3[CH:23]=[CH:24][C:19]([CH3:18])=[CH:20][CH:21]=3)[CH:7]=[C:6]([NH2:8])[CH:5]=2)[CH:14]=1. The catalyst class is: 33.